From a dataset of Catalyst prediction with 721,799 reactions and 888 catalyst types from USPTO. Predict which catalyst facilitates the given reaction. (1) Reactant: CO.[N+:3]([C:6]1[CH:31]=[CH:30][C:9]([C:10]([NH:12][C:13]2[CH:21]=[C:20]([CH2:22][CH2:23][C:24]3[CH:29]=[CH:28][CH:27]=[CH:26][CH:25]=3)[CH:19]=[CH:18][C:14]=2[C:15]([OH:17])=[O:16])=[O:11])=[CH:8][CH:7]=1)([O-])=O. Product: [NH2:3][C:6]1[CH:7]=[CH:8][C:9]([C:10]([NH:12][C:13]2[CH:21]=[C:20]([CH2:22][CH2:23][C:24]3[CH:25]=[CH:26][CH:27]=[CH:28][CH:29]=3)[CH:19]=[CH:18][C:14]=2[C:15]([OH:17])=[O:16])=[O:11])=[CH:30][CH:31]=1. The catalyst class is: 849. (2) Reactant: [CH2:1]([O:8][C:9]1[CH:14]=[CH:13][C:12]([C:15]2[CH:19]=[C:18]([C:20]3[CH:25]=[CH:24][CH:23]=[CH:22][CH:21]=3)[NH:17][C:16]=2[C:26](O)=[O:27])=[CH:11][CH:10]=1)[C:2]1[CH:7]=[CH:6][CH:5]=[CH:4][CH:3]=1.Cl.[NH2:30][CH2:31][CH2:32][CH2:33][CH2:34][CH2:35][C:36]([O:38][CH3:39])=[O:37].C(N(CC)CC)C.ON1C2C=CC=CC=2N=N1.Cl.CN(C)CCCN=C=NCC.CN1CCOCC1. Product: [CH2:1]([O:8][C:9]1[CH:14]=[CH:13][C:12]([C:15]2[CH:19]=[C:18]([C:20]3[CH:21]=[CH:22][CH:23]=[CH:24][CH:25]=3)[NH:17][C:16]=2[C:26]([NH:30][CH2:31][CH2:32][CH2:33][CH2:34][CH2:35][C:36]([O:38][CH3:39])=[O:37])=[O:27])=[CH:11][CH:10]=1)[C:2]1[CH:3]=[CH:4][CH:5]=[CH:6][CH:7]=1. The catalyst class is: 39. (3) Product: [CH3:16][C:17]1[N:21]([C:22]2[CH:27]=[CH:26][C:25]([C:28]([F:30])([F:29])[F:31])=[CH:24][N:23]=2)[N:20]=[CH:19][C:18]=1[C:32]([NH:34][C:35]1[CH:36]=[N:37][C:38]([CH:41]2[CH2:46][CH2:45][N:44]([S:7]([C:10]([F:11])([F:12])[F:13])(=[O:8])=[O:9])[CH2:43][CH2:42]2)=[CH:39][CH:40]=1)=[O:33]. The catalyst class is: 4. Reactant: [F:11][C:10]([F:13])([F:12])[S:7](O[S:7]([C:10]([F:13])([F:12])[F:11])(=[O:9])=[O:8])(=[O:9])=[O:8].[CH3:16][C:17]1[N:21]([C:22]2[CH:27]=[CH:26][C:25]([C:28]([F:31])([F:30])[F:29])=[CH:24][N:23]=2)[N:20]=[CH:19][C:18]=1[C:32]([NH:34][C:35]1[CH:36]=[N:37][C:38]([CH:41]2[CH2:46][CH2:45][NH:44][CH2:43][CH2:42]2)=[CH:39][CH:40]=1)=[O:33].C(N(CC)CC)C.O.